From a dataset of Peptide-MHC class I binding affinity with 185,985 pairs from IEDB/IMGT. Regression. Given a peptide amino acid sequence and an MHC pseudo amino acid sequence, predict their binding affinity value. This is MHC class I binding data. The peptide sequence is YANMWSLMY. The MHC is HLA-A01:01 with pseudo-sequence HLA-A01:01. The binding affinity (normalized) is 1.00.